From a dataset of Catalyst prediction with 721,799 reactions and 888 catalyst types from USPTO. Predict which catalyst facilitates the given reaction. (1) Reactant: [Cl:1][C:2]1[CH:3]=[C:4]([CH:9](O)[C:10]([F:13])([F:12])[F:11])[CH:5]=[C:6]([Cl:8])[CH:7]=1.[Br:15]N1C(=O)CCC1=O.P(OC1C=CC=CC=1)(OC1C=CC=CC=1)OC1C=CC=CC=1. Product: [Br:15][CH:9]([C:4]1[CH:3]=[C:2]([Cl:1])[CH:7]=[C:6]([Cl:8])[CH:5]=1)[C:10]([F:13])([F:12])[F:11]. The catalyst class is: 4. (2) The catalyst class is: 17. Product: [CH2:45]([NH:44][C:39]1[CH:40]=[CH:41][CH:42]=[CH:43][C:38]=1[CH:33]1[CH2:32][CH2:31][C:30]2[CH:29]=[C:28]([OH:27])[CH:37]=[CH:36][C:35]=2[CH2:34]1)[CH3:46]. Reactant: COC1C=C2C(=CC=1)CC(C1C=CC=CC=1N)CC2.C(OC(=O)C)(=O)C.[OH:27][C:28]1[CH:29]=[C:30]2[C:35](=[CH:36][CH:37]=1)[CH2:34][CH:33]([C:38]1[CH:43]=[CH:42][CH:41]=[CH:40][C:39]=1[NH:44][C:45](=O)[CH3:46])[CH2:32][CH2:31]2. (3) Product: [C:23]([O:25][C:4]1[CH:5]=[CH:6][C:7]2[O:8][CH2:9][CH2:10][O:11][C:12]=2[C:3]=1[O:2][CH3:1])(=[O:24])[CH3:18]. The catalyst class is: 2. Reactant: [CH3:1][O:2][C:3]1[C:12]2[O:11][CH2:10][CH2:9][O:8][C:7]=2[CH:6]=[CH:5][C:4]=1C(=O)C.C1C=C(Cl)C=[C:18]([C:23]([O:25]O)=[O:24])C=1. (4) Reactant: [C:1]([C:5]1[CH:6]=[C:7]([CH:10]=[C:11]([C:17]([CH3:20])([CH3:19])[CH3:18])[C:12]=1[O:13][CH2:14][O:15][CH3:16])[CH:8]=O)([CH3:4])([CH3:3])[CH3:2].[C:21]([NH:25][OH:26])([CH3:24])([CH3:23])[CH3:22]. Product: [CH3:16][O:15][CH2:14][O:13][C:12]1[C:11]([C:17]([CH3:18])([CH3:20])[CH3:19])=[CH:10][C:7]([CH:8]=[N+:25]([C:21]([CH3:24])([CH3:23])[CH3:22])[O-:26])=[CH:6][C:5]=1[C:1]([CH3:2])([CH3:3])[CH3:4]. The catalyst class is: 48. (5) Reactant: [CH3:1][C:2]([C:4]1[CH:9]=[CH:8][C:7]([Cl:10])=[C:6]([Cl:11])[CH:5]=1)=[O:3].C(O)(=O)C.O.[C:17]([OH:21])(=[O:20])[CH:18]=[O:19]. Product: [Cl:11][C:6]1[CH:5]=[C:4]([C:2](=[O:3])[CH2:1][CH:18]([OH:19])[C:17]([OH:21])=[O:20])[CH:9]=[CH:8][C:7]=1[Cl:10]. The catalyst class is: 6. (6) Reactant: [C:1]([C:3]1[CH:8]=[CH:7][C:6]([CH2:9][C:10]([OH:12])=[O:11])=[CH:5][CH:4]=1)#[N:2].[Br:13]N1C(=O)CCC1=O. Product: [Br:13][C:5]1[CH:4]=[C:3]([C:1]#[N:2])[CH:8]=[CH:7][C:6]=1[CH2:9][C:10]([OH:12])=[O:11]. The catalyst class is: 445. (7) Reactant: [F:1][C:2]([F:15])([F:14])[S:3]([O:6]S(C(F)(F)F)(=O)=O)(=[O:5])=[O:4].[CH3:16][N:17]1[C:22]2=[C:23]3[N:28]([C:29]([C:30]4[CH:31]=[C:32]([CH:35]=[CH:36][CH:37]=4)[C:33]#[N:34])=[C:21]2[C:20](=[O:39])[N:19]([CH3:40])[C:18]1=[O:41])[CH2:27][CH2:26][CH2:25][C:24]3=O.N1C(C)=CC=CC=1C. Product: [F:1][C:2]([F:15])([F:14])[S:3]([O:6][C:24]1[C:23]2[N:28]([C:29]([C:30]3[CH:37]=[CH:36][CH:35]=[C:32]([C:33]#[N:34])[CH:31]=3)=[C:21]3[C:20](=[O:39])[N:19]([CH3:40])[C:18](=[O:41])[N:17]([CH3:16])[C:22]3=2)[CH2:27][CH2:26][CH:25]=1)(=[O:5])=[O:4]. The catalyst class is: 2.